Dataset: Forward reaction prediction with 1.9M reactions from USPTO patents (1976-2016). Task: Predict the product of the given reaction. (1) Given the reactants CC1(C)[O:9][C:8](=[O:10])[C:5]2([CH2:7][CH2:6]2)[C:4](=[O:11])O1.[NH2:13][C:14]1[CH:21]=[CH:20][C:17]([C:18]#[N:19])=[CH:16][CH:15]=1, predict the reaction product. The product is: [C:18]([C:17]1[CH:20]=[CH:21][C:14]([N:13]2[CH2:6][CH2:7][CH:5]([C:8]([OH:9])=[O:10])[C:4]2=[O:11])=[CH:15][CH:16]=1)#[N:19]. (2) Given the reactants [NH2:1][C:2]1[CH:3]=[C:4]([C:8]([C:10]2[C:18]3[CH:17]=[N:16][CH:15]=[N:14][C:13]=3[N:12]([CH2:19][O:20][CH2:21][CH2:22][Si:23]([CH3:26])([CH3:25])[CH3:24])[CH:11]=2)=[O:9])[CH:5]=[N:6][CH:7]=1.[Cl:27][C:28]1[CH:33]=[CH:32][C:31]([CH2:34][C:35](O)=[O:36])=[CH:30][CH:29]=1, predict the reaction product. The product is: [Cl:27][C:28]1[CH:33]=[CH:32][C:31]([CH2:34][C:35]([NH:1][C:2]2[CH:7]=[N:6][CH:5]=[C:4]([C:8]([C:10]3[C:18]4[CH:17]=[N:16][CH:15]=[N:14][C:13]=4[N:12]([CH2:19][O:20][CH2:21][CH2:22][Si:23]([CH3:26])([CH3:25])[CH3:24])[CH:11]=3)=[O:9])[CH:3]=2)=[O:36])=[CH:30][CH:29]=1. (3) Given the reactants [Cl:1][C:2]1[CH:3]=[C:4]2[CH:10]=[C:9]([C:11]([NH:13][C:14]3[CH:19]=[CH:18][C:17](B4OC(C)(C)C(C)(C)O4)=[CH:16][C:15]=3[O:29][CH3:30])=[O:12])[N:8]([CH3:31])[C:5]2=[N:6][CH:7]=1.Br[C:33]1[N:34]=[C:35]([C@H:43]2[CH2:48][CH2:47][C@H:46]([N:49]3[CH2:54][CH2:53][N:52]([CH3:55])[CH2:51][CH2:50]3)[CH2:45][CH2:44]2)[N:36]2[CH:41]=[CH:40][N:39]=[C:38]([CH3:42])[C:37]=12, predict the reaction product. The product is: [Cl:1][C:2]1[CH:3]=[C:4]2[CH:10]=[C:9]([C:11]([NH:13][C:14]3[CH:19]=[CH:18][C:17]([C:33]4[N:34]=[C:35]([C@H:43]5[CH2:44][CH2:45][C@H:46]([N:49]6[CH2:50][CH2:51][N:52]([CH3:55])[CH2:53][CH2:54]6)[CH2:47][CH2:48]5)[N:36]5[CH:41]=[CH:40][N:39]=[C:38]([CH3:42])[C:37]=45)=[CH:16][C:15]=3[O:29][CH3:30])=[O:12])[N:8]([CH3:31])[C:5]2=[N:6][CH:7]=1. (4) Given the reactants [F:1][C:2]1[CH:7]=[C:6]([F:8])[CH:5]=[CH:4][C:3]=1[C:9]1[N:10]=[C:11]([C:18]2[C:19]([CH3:27])=[N:20][N:21]3[CH:26]=[CH:25][CH:24]=[CH:23][C:22]=23)[S:12][C:13]=1[C:14]([O:16]C)=[O:15].[OH-].[Na+].CCOC(C)=O.Cl, predict the reaction product. The product is: [F:1][C:2]1[CH:7]=[C:6]([F:8])[CH:5]=[CH:4][C:3]=1[C:9]1[N:10]=[C:11]([C:18]2[C:19]([CH3:27])=[N:20][N:21]3[CH:26]=[CH:25][CH:24]=[CH:23][C:22]=23)[S:12][C:13]=1[C:14]([OH:16])=[O:15]. (5) The product is: [C:21]12([CH2:31][C:32]([NH:1][N:2]3[C:11](=[O:12])[C:10]4[C:5](=[CH:6][CH:7]=[CH:8][CH:9]=4)[N:4]=[C:3]3[CH2:13][O:14][C:15]3[CH:16]=[CH:17][CH:18]=[CH:19][CH:20]=3)=[O:33])[CH2:28][CH:27]3[CH2:26][CH:25]([CH2:24][CH:23]([CH2:29]3)[CH2:22]1)[CH2:30]2. Given the reactants [NH2:1][N:2]1[C:11](=[O:12])[C:10]2[C:5](=[CH:6][CH:7]=[CH:8][CH:9]=2)[N:4]=[C:3]1[CH2:13][O:14][C:15]1[CH:20]=[CH:19][CH:18]=[CH:17][CH:16]=1.[C:21]12([CH2:31][C:32](Cl)=[O:33])[CH2:30][CH:25]3[CH2:26][CH:27]([CH2:29][CH:23]([CH2:24]3)[CH2:22]1)[CH2:28]2, predict the reaction product. (6) Given the reactants [Cl:1][C:2]1[C:3]2[C:10]([I:11])=[CH:9][N:8]([CH:12]3[CH2:17][CH2:16][C:15](=O)[CH2:14][CH2:13]3)[C:4]=2[N:5]=[CH:6][N:7]=1.[CH3:19][N:20]1[CH2:25][CH2:24][NH:23][CH2:22][CH2:21]1.C(O)(=O)C.COC(OC)OC.C(O[BH-](OC(=O)C)OC(=O)C)(=O)C.[Na+], predict the reaction product. The product is: [Cl:1][C:2]1[C:3]2[C:10]([I:11])=[CH:9][N:8]([C@H:12]3[CH2:17][CH2:16][C@H:15]([N:23]4[CH2:24][CH2:25][N:20]([CH3:19])[CH2:21][CH2:22]4)[CH2:14][CH2:13]3)[C:4]=2[N:5]=[CH:6][N:7]=1.